Dataset: Reaction yield outcomes from USPTO patents with 853,638 reactions. Task: Predict the reaction yield, written as a fraction of the theoretical maximum amount of product (1.0 means a 100% yield; for example, 0.34 means a 34% yield). (1) The reactants are Cl[C:2]([O:4]CC)=[O:3].[CH3:7][CH2:8][N:9](C(C)C)C(C)C.[CH3:16][C:17]1[CH:18]=[CH:19][C:20]2[CH:21]([CH3:29])[CH:22]3[CH2:26][NH:25][CH2:24][CH:23]3[C:27]=2[CH:28]=1. The catalyst is C(Cl)Cl. The product is [CH2:8]([NH:9][C:2](=[O:3])[O-:4])[CH3:7].[CH3:16][C:17]1[CH:18]=[CH:19][C:20]2[CH:21]([CH3:29])[CH:22]3[CH2:26][NH:25][CH2:24][CH:23]3[C:27]=2[CH:28]=1. The yield is 0.460. (2) The reactants are [F:1][C:2]1[CH:7]=[C:6]([CH:8]=[O:9])[CH:5]=[CH:4][C:3]=1[C:10]1[CH:15]=[CH:14][CH:13]=[CH:12][CH:11]=1.[BH4-].[Na+].[OH-].[Na+]. The catalyst is C(O)C. The product is [F:1][C:2]1[CH:7]=[C:6]([CH2:8][OH:9])[CH:5]=[CH:4][C:3]=1[C:10]1[CH:11]=[CH:12][CH:13]=[CH:14][CH:15]=1. The yield is 0.800. (3) The reactants are C[Mg]Br.[CH3:4]COCC.[CH:9]12[O:14][CH:13]1[CH2:12][N:11]([C:15]([O:17][CH2:18][C:19]1[CH:24]=[CH:23][CH:22]=[CH:21][CH:20]=1)=[O:16])[CH2:10]2. The catalyst is C1COCC1. The product is [OH:14][CH:13]1[CH:9]([CH3:4])[CH2:10][N:11]([C:15]([O:17][CH2:18][C:19]2[CH:24]=[CH:23][CH:22]=[CH:21][CH:20]=2)=[O:16])[CH2:12]1. The yield is 0.880. (4) The reactants are [CH3:1][C:2]1[CH:7]=[CH:6][NH:5][C:4](=[O:8])[CH:3]=1.[C:9](=O)([O-])[O-].[K+].[K+].IC.O. The catalyst is COCCOC. The product is [CH3:9][N:5]1[CH:6]=[CH:7][C:2]([CH3:1])=[CH:3][C:4]1=[O:8]. The yield is 0.440. (5) The reactants are [NH2:1][C:2]1[CH:7]=[CH:6][C:5]([N:8]2[CH2:13][CH2:12][N:11]([CH:14]([C:22]3[CH:27]=[CH:26][CH:25]=[CH:24][CH:23]=3)[C:15]([N:17]([CH2:20][CH3:21])[CH2:18][CH3:19])=[O:16])[CH2:10][CH2:9]2)=[C:4]([F:28])[CH:3]=1.[N:29]([C:32]1[C:33]([CH3:38])=[N:34][O:35][C:36]=1[CH3:37])=[C:30]=[O:31]. The catalyst is ClCCCl. The product is [CH3:38][C:33]1[C:32]([NH:29][C:30](=[O:31])[NH:1][C:2]2[CH:7]=[CH:6][C:5]([N:8]3[CH2:13][CH2:12][N:11]([CH:14]([C:22]4[CH:23]=[CH:24][CH:25]=[CH:26][CH:27]=4)[C:15]([N:17]([CH2:18][CH3:19])[CH2:20][CH3:21])=[O:16])[CH2:10][CH2:9]3)=[C:4]([F:28])[CH:3]=2)=[C:36]([CH3:37])[O:35][N:34]=1. The yield is 0.640.